From a dataset of Forward reaction prediction with 1.9M reactions from USPTO patents (1976-2016). Predict the product of the given reaction. (1) Given the reactants [C:1](O[C:1](=[O:4])[CH2:2][CH3:3])(=[O:4])[CH2:2][CH3:3].[NH2:10][CH2:11][C@@H:12]1[O:16][C:15](=[O:17])[N:14]([C:18]2[CH:29]=[C:28]([F:30])[C:21]3[N:22]([CH3:27])[C:23](=[O:26])[O:24][CH2:25][C:20]=3[CH:19]=2)[CH2:13]1.N1C=CC=CC=1, predict the reaction product. The product is: [F:30][C:28]1[C:21]2[N:22]([CH3:27])[C:23](=[O:26])[O:24][CH2:25][C:20]=2[CH:19]=[C:18]([N:14]2[CH2:13][C@H:12]([CH2:11][NH:10][C:1](=[O:4])[CH2:2][CH3:3])[O:16][C:15]2=[O:17])[CH:29]=1. (2) Given the reactants C[O:2][C:3](=[O:36])[CH2:4][O:5][C:6]1[CH:15]=[CH:14][C:13]([F:16])=[C:12]2[C:7]=1[C:8]([O:32][CH:33]([F:35])[F:34])=[C:9]([CH2:19][C:20]1[CH:25]=[CH:24][C:23]([NH:26][S:27]([CH2:30][CH3:31])(=[O:29])=[O:28])=[CH:22][CH:21]=1)[C:10]([CH2:17][CH3:18])=[N:11]2.[OH-].[Na+].C(O)(=O)C, predict the reaction product. The product is: [F:35][CH:33]([F:34])[O:32][C:8]1[C:7]2[C:12](=[C:13]([F:16])[CH:14]=[CH:15][C:6]=2[O:5][CH2:4][C:3]([OH:36])=[O:2])[N:11]=[C:10]([CH2:17][CH3:18])[C:9]=1[CH2:19][C:20]1[CH:21]=[CH:22][C:23]([NH:26][S:27]([CH2:30][CH3:31])(=[O:28])=[O:29])=[CH:24][CH:25]=1. (3) Given the reactants [CH3:1][C:2]1([CH3:26])[CH2:11][CH2:10][C:9](=[O:12])[C:8]2[CH:7]=[C:6]([N:13]=[N:14][C:15]3[CH:25]=[CH:24][C:18]([C:19]([O:21][CH2:22][CH3:23])=[O:20])=[CH:17][CH:16]=3)[CH:5]=[CH:4][C:3]1=2, predict the reaction product. The product is: [CH3:26][C:2]1([CH3:1])[CH2:11][CH2:10][C:9]([OH:12])([CH2:18][C:19]([O:21][CH2:22][CH3:23])=[O:20])[C:8]2[CH:7]=[C:6]([N:13]=[N:14][C:15]3[CH:16]=[CH:17][C:18]([C:19]([O:21][CH2:22][CH3:23])=[O:20])=[CH:24][CH:25]=3)[CH:5]=[CH:4][C:3]1=2. (4) Given the reactants [Cl:1][C:2]1[CH:7]=[CH:6][C:5]([CH2:8][CH2:9][C:10]([O:12][CH3:13])=[O:11])=[C:4]([CH2:14]OS(C)(=O)=O)[CH:3]=1.[CH3:20][C@H:21]1[CH2:26][NH:25][CH2:24][CH2:23][N:22]1[S:27]([C:30]1[CH:35]=[CH:34][CH:33]=[CH:32][CH:31]=1)(=[O:29])=[O:28], predict the reaction product. The product is: [Cl:1][C:2]1[CH:7]=[CH:6][C:5]([CH2:8][CH2:9][C:10]([O:12][CH3:13])=[O:11])=[C:4]([CH2:14][N:25]2[CH2:24][CH2:23][N:22]([S:27]([C:30]3[CH:35]=[CH:34][CH:33]=[CH:32][CH:31]=3)(=[O:29])=[O:28])[C@@H:21]([CH3:20])[CH2:26]2)[CH:3]=1. (5) Given the reactants [C:1]([O:5][C:6]([NH:8][C:9]1[C:17]2[C:12](=[CH:13][CH:14]=[CH:15][CH:16]=2)[C:11]([C:26]2[CH:27]=[CH:28][C:29]([O:40]S(C(F)(F)F)(=O)=O)=[C:30]([C:32]3[CH:37]=[CH:36][CH:35]=[C:34]([O:38][CH3:39])[CH:33]=3)[CH:31]=2)([C:18]2[CH:23]=[CH:22][C:21]([O:24][CH3:25])=[CH:20][CH:19]=2)[N:10]=1)=[O:7])([CH3:4])([CH3:3])[CH3:2].P([O-])([O-])([O-])=O.[K+].[K+].[K+].COC1C=C(B(O)O)C=CC=1.COCCOC.O.C(O)C, predict the reaction product. The product is: [C:1]([O:5][C:6](=[O:7])[NH:8][C:9]1[C:17]2[C:12](=[CH:13][CH:14]=[CH:15][CH:16]=2)[C:11]([C:26]2[CH:31]=[C:30]([C:32]3[CH:37]=[CH:36][CH:35]=[C:34]([O:38][CH3:39])[CH:33]=3)[C:29]([OH:40])=[CH:28][CH:27]=2)([C:18]2[CH:19]=[CH:20][C:21]([O:24][CH3:25])=[CH:22][CH:23]=2)[N:10]=1)([CH3:4])([CH3:3])[CH3:2]. (6) Given the reactants [O:1]=[C:2]1[C:10](=[O:11])[C:9]2[C:4](=[CH:5][CH:6]=[C:7]([S:12][CH2:13][CH2:14][CH2:15][C:16]3[CH:26]=[CH:25][C:19]([C:20]([O:22]CC)=[O:21])=[CH:18][CH:17]=3)[CH:8]=2)[N:3]1[CH2:27][CH2:28][CH3:29].C(=O)([O-])[O-].[K+].[K+], predict the reaction product. The product is: [O:1]=[C:2]1[C:10](=[O:11])[C:9]2[C:4](=[CH:5][CH:6]=[C:7]([S:12][CH2:13][CH2:14][CH2:15][C:16]3[CH:17]=[CH:18][C:19]([C:20]([OH:22])=[O:21])=[CH:25][CH:26]=3)[CH:8]=2)[N:3]1[CH2:27][CH2:28][CH3:29]. (7) Given the reactants CN1CCOCC1.[OH:8][C@@H:9]1[CH2:13][CH2:12][CH2:11][C@H:10]1[O:14][C:15]1[CH:26]=[CH:25][C:18]([CH:19]=[C:20]([C:23]#[N:24])[C:21]#[N:22])=[CH:17][CH:16]=1.[C:27]([CH2:29][C:30]([NH2:32])=[S:31])#[N:28].Cl, predict the reaction product. The product is: [NH2:24][C:23]1[C:20]([C:21]#[N:22])=[C:19]([C:18]2[CH:25]=[CH:26][C:15]([O:14][C@@H:10]3[CH2:11][CH2:12][CH2:13][C@H:9]3[OH:8])=[CH:16][CH:17]=2)[C:29]([C:27]#[N:28])=[C:30]([SH:31])[N:32]=1.